This data is from Peptide-MHC class II binding affinity with 134,281 pairs from IEDB. The task is: Regression. Given a peptide amino acid sequence and an MHC pseudo amino acid sequence, predict their binding affinity value. This is MHC class II binding data. The peptide sequence is SQDLELSWDLNGLQAY. The MHC is DRB1_0401 with pseudo-sequence DRB1_0401. The binding affinity (normalized) is 0.611.